From a dataset of Catalyst prediction with 721,799 reactions and 888 catalyst types from USPTO. Predict which catalyst facilitates the given reaction. (1) Reactant: C(OC(=O)[NH:7][C:8]1[CH:13]=[C:12]([N:14]2[CH2:18][CH2:17][CH2:16][CH2:15]2)[C:11]([C:19]([F:22])([F:21])[F:20])=[CH:10][C:9]=1[NH:23][C:24](=[O:47])[CH2:25][C:26](=O)[C:27]1[CH:32]=[CH:31][CH:30]=[C:29]([N:33]2[C:37]([CH2:38][O:39]C3CCCCO3)=[CH:36][N:35]=[N:34]2)[CH:28]=1)(C)(C)C.C(O)(C(F)(F)F)=O. Product: [OH:39][CH2:38][C:37]1[N:33]([C:29]2[CH:28]=[C:27]([C:26]3[CH2:25][C:24](=[O:47])[NH:23][C:9]4[CH:10]=[C:11]([C:19]([F:22])([F:20])[F:21])[C:12]([N:14]5[CH2:18][CH2:17][CH2:16][CH2:15]5)=[CH:13][C:8]=4[N:7]=3)[CH:32]=[CH:31][CH:30]=2)[N:34]=[N:35][CH:36]=1. The catalyst class is: 2. (2) Reactant: [CH2:1]([O:3][C:4]([C:6]1[C@@H:11]([OH:12])[C@@H:10](OS(C2C=CC(C)=CC=2)(=O)=O)[C@@H:9]([NH:24][C:25](=[O:27])[CH3:26])[C@H:8]([O:28][CH:29]([CH2:32][CH3:33])[CH2:30][CH3:31])[CH:7]=1)=[O:5])[CH3:2].[N-:34]=[N+:35]=[N-:36].C([N+](CCCC)(CCCC)CCCC)CCC. Product: [CH2:1]([O:3][C:4]([C:6]1[C@@H:11]([OH:12])[C@@H:10]([N:34]=[N+:35]=[N-:36])[C@H:9]([NH:24][C:25](=[O:27])[CH3:26])[C@H:8]([O:28][CH:29]([CH2:32][CH3:33])[CH2:30][CH3:31])[CH:7]=1)=[O:5])[CH3:2]. The catalyst class is: 9.